From a dataset of Forward reaction prediction with 1.9M reactions from USPTO patents (1976-2016). Predict the product of the given reaction. (1) Given the reactants [CH2:1]([O:8][C:9]1[CH:10]=[C:11]([CH:15]=[C:16]([N+:26]([O-:28])=[O:27])[C:17]=1[O:18][CH2:19][C:20]1[CH:25]=[CH:24][CH:23]=[CH:22][CH:21]=1)[C:12]([OH:14])=[O:13])[C:2]1[CH:7]=[CH:6][CH:5]=[CH:4][CH:3]=1.O/[N:30]=[C:31](\[NH2:42])/[C:32]1[CH:37]=[CH:36][CH:35]=[N:34][C:33]=1[C:38]([F:41])([F:40])[F:39], predict the reaction product. The product is: [CH2:1]([O:8][C:9]1[CH:10]=[C:11]([CH:15]=[C:16]([N+:26]([O-:28])=[O:27])[C:17]=1[O:18][CH2:19][C:20]1[CH:21]=[CH:22][CH:23]=[CH:24][CH:25]=1)[C:12]([O:14]/[N:30]=[C:31](\[NH2:42])/[C:32]1[CH:37]=[CH:36][CH:35]=[N:34][C:33]=1[C:38]([F:41])([F:39])[F:40])=[O:13])[C:2]1[CH:7]=[CH:6][CH:5]=[CH:4][CH:3]=1. (2) The product is: [Cl:17][C:14]1[CH:13]=[CH:12][C:11]([C:8]2[CH:9]=[CH:10][C:5]([C:3]([OH:4])=[O:2])=[C:6]([O:18][CH3:19])[CH:7]=2)=[CH:16][CH:15]=1. Given the reactants C[O:2][C:3]([C:5]1[CH:10]=[CH:9][C:8]([C:11]2[CH:16]=[CH:15][C:14]([Cl:17])=[CH:13][CH:12]=2)=[CH:7][C:6]=1[O:18][CH3:19])=[O:4].O.[Li+].[OH-], predict the reaction product.